From a dataset of Reaction yield outcomes from USPTO patents with 853,638 reactions. Predict the reaction yield, written as a fraction of the theoretical maximum amount of product (1.0 means a 100% yield; for example, 0.34 means a 34% yield). (1) The reactants are [CH3:1][O:2][C:3]1[CH:8]=[CH:7][C:6]([C:9](=O)[CH:10]([C:15]2[CH:20]=[CH:19][CH:18]=[CH:17][CH:16]=2)[CH2:11][C:12](O)=[O:13])=[CH:5][CH:4]=1.O.[NH2:23][NH2:24]. The catalyst is CCO. The product is [CH3:1][O:2][C:3]1[CH:8]=[CH:7][C:6]([C:9]2[CH:10]([C:15]3[CH:20]=[CH:19][CH:18]=[CH:17][CH:16]=3)[CH2:11][C:12](=[O:13])[NH:23][N:24]=2)=[CH:5][CH:4]=1. The yield is 0.990. (2) The reactants are Cl[C:2]1[N:10]=[C:9]2[C:5]([N:6]=[C:7]([CH2:12][N:13]3[CH2:18][C@@H:17]4[CH2:19][C@H:14]3[CH2:15][N:16]4[S:20]([CH3:23])(=[O:22])=[O:21])[N:8]2[CH3:11])=[C:4]([N:24]2[CH2:29][CH2:28][O:27][CH2:26][CH2:25]2)[N:3]=1.[CH2:30]([C:32]1[NH:36][C:35]2[CH:37]=[CH:38][CH:39]=[CH:40][C:34]=2[N:33]=1)[CH3:31].CC(C1C=C(C(C)C)C(C2C=CC=CC=2P(C2CCCCC2)C2CCCCC2)=C(C(C)C)C=1)C.C(=O)([O-])[O-].[Cs+].[Cs+]. The catalyst is O1CCOCC1.C1C=CC(/C=C/C(/C=C/C2C=CC=CC=2)=O)=CC=1.C1C=CC(/C=C/C(/C=C/C2C=CC=CC=2)=O)=CC=1.C1C=CC(/C=C/C(/C=C/C2C=CC=CC=2)=O)=CC=1.[Pd].[Pd]. The product is [CH2:30]([C:32]1[N:33]([C:2]2[N:10]=[C:9]3[C:5]([N:6]=[C:7]([CH2:12][N:13]4[CH2:18][C@@H:17]5[CH2:19][C@H:14]4[CH2:15][N:16]5[S:20]([CH3:23])(=[O:21])=[O:22])[N:8]3[CH3:11])=[C:4]([N:24]3[CH2:29][CH2:28][O:27][CH2:26][CH2:25]3)[N:3]=2)[C:34]2[CH:40]=[CH:39][CH:38]=[CH:37][C:35]=2[N:36]=1)[CH3:31]. The yield is 0.820. (3) The product is [Cl:1][C:2]1[CH:3]=[C:4]([CH:5]([OH:6])[C:12]([F:14])([F:13])[F:11])[CH:7]=[C:8]([Cl:10])[CH:9]=1. The catalyst is C1COCC1.Cl.O. The reactants are [Cl:1][C:2]1[CH:3]=[C:4]([CH:7]=[C:8]([Cl:10])[CH:9]=1)[CH:5]=[O:6].[F:11][C:12]([Si](C)(C)C)([F:14])[F:13].CCCC[N+](CCCC)(CCCC)CCCC.[F-]. The yield is 0.600. (4) The reactants are [NH:1]1[CH2:8][CH:7]([C:9]([O:11]CC)=O)[CH2:6][CH:5]=[CH:4][CH2:3][CH2:2]1.[C:14]([O:18][C:19]([N:21]1[CH2:26][CH2:25][CH:24]([C:27](O)=O)[CH2:23][CH2:22]1)=[O:20])([CH3:17])([CH3:16])[CH3:15].[OH:30]N1C2C=CC=CC=2N=N1.Cl.[CH3:41][O:42][C:43](=[O:47])[CH2:44][CH2:45][NH2:46].CCN=C=NC[CH2:54][CH2:55]N(C)C. The catalyst is CN(C=O)C. The product is [CH3:41][O:42][C:43](=[O:47])[CH2:44][CH2:45][NH:46][C:9]([CH:7]1[CH2:8][N:1]([C:54](=[O:30])[CH2:55][CH2:27][CH:24]2[CH2:23][CH2:22][N:21]([C:19]([O:18][C:14]([CH3:15])([CH3:16])[CH3:17])=[O:20])[CH2:26][CH2:25]2)[CH2:2][CH2:3][CH:4]=[CH:5][CH2:6]1)=[O:11]. The yield is 0.683. (5) The reactants are [Cl:1][C:2]1[CH:3]=[CH:4][N:5]=[C:6]2[C:11]=1[N:10]=[CH:9][C:8]([OH:12])=[CH:7]2.C(=O)([O-])[O-].[Cs+].[Cs+].FC(F)(F)S(O[CH2:25][C:26]([F:29])([F:28])[F:27])(=O)=O. The catalyst is CN(C=O)C. The product is [Cl:1][C:2]1[CH:3]=[CH:4][N:5]=[C:6]2[C:11]=1[N:10]=[CH:9][C:8]([O:12][CH2:25][C:26]([F:29])([F:28])[F:27])=[CH:7]2. The yield is 0.560.